This data is from Full USPTO retrosynthesis dataset with 1.9M reactions from patents (1976-2016). The task is: Predict the reactants needed to synthesize the given product. (1) Given the product [CH3:1][O:2][CH2:3][CH2:4][NH:5][C:6]([CH:8]1[C:17]2[C:12](=[CH:13][CH:14]=[CH:15][CH:16]=2)[C:11](=[O:18])[N:10]([CH2:51][C:52]2[CH:57]=[CH:56][C:55]([Cl:58])=[CH:54][CH:53]=2)[CH:9]1[C:26]1[CH:27]=[CH:28][C:29]([Cl:32])=[CH:30][CH:31]=1)=[O:7], predict the reactants needed to synthesize it. The reactants are: [CH3:1][O:2][CH2:3][CH2:4][NH:5][C:6]([CH:8]1[C:17]2[C:12](=[CH:13][CH:14]=[CH:15][CH:16]=2)[C:11](=[O:18])[N:10](C2C=CC(Cl)=CC=2)[CH:9]1[C:26]1[CH:31]=[CH:30][C:29]([Cl:32])=[CH:28][CH:27]=1)=[O:7].COCCNC(C1C2C(=CC=CC=2)C(=O)N([CH2:51][C:52]2[CH:57]=[CH:56][C:55]([Cl:58])=[CH:54][CH:53]=2)C1C1C2C(=CC=CC=2)NC=1)=O.COCCNC(C1C2C(=CC=CC=2)C(=O)N(CC2C=CC(Cl)=CC=2)C1C1C=NC2C(C=1)=CC=CC=2)=O.COCCNC(C1C2C(=CC=CC=2)C(=O)N(CC2C=CC(Cl)=CC=2)C1C1C=CC2C(=CC=CC=2)C=1)=O.ClC1C=CC(CN2C(C3C=CC(Cl)=CC=3)C(C(N3CCOCC3)=O)C3C(=CC=CC=3)C2=O)=CC=1.C(N1CCN(C(C2C3C(=CC=CC=3)C(=O)N(CC3C=CC(Cl)=CC=3)C2C2C=CC(Cl)=CC=2)=O)CC1)(=O)C.OCCNC(C1C2C(=CC=CC=2)C(=O)N(CC2C=CC(Cl)=CC=2)C1C1C=CC(Cl)=CC=1)=O.ClC1C=CC(CN2C(C3C=CC(Cl)=CC=3)C(C(N3CCN(CCO)CC3)=O)C3C(=CC=CC=3)C2=O)=CC=1. (2) Given the product [CH3:10][N:11]1[CH2:17][CH2:16][CH2:15][N:14]([C:2]2[CH:9]=[CH:8][C:5]([C:6]([NH2:7])=[O:21])=[CH:4][CH:3]=2)[CH2:13][CH2:12]1, predict the reactants needed to synthesize it. The reactants are: F[C:2]1[CH:9]=[CH:8][C:5]([C:6]#[N:7])=[CH:4][CH:3]=1.[CH3:10][N:11]1[CH2:17][CH2:16][CH2:15][NH:14][CH2:13][CH2:12]1.CN(C)C=[O:21]. (3) Given the product [CH3:46][N:44]1[CH:45]=[C:40]([C:32]2[CH:31]=[C:30]([O:9][C@@H:7]([C:1]3[CH:6]=[CH:5][CH:4]=[CH:3][CH:2]=3)[CH3:8])[CH:35]=[C:34]([S:36]([CH3:39])(=[O:38])=[O:37])[CH:33]=2)[CH:41]=[C:42]([CH3:48])[C:43]1=[O:47], predict the reactants needed to synthesize it. The reactants are: [C:1]1([C@@H:7]([OH:9])[CH3:8])[CH:6]=[CH:5][CH:4]=[CH:3][CH:2]=1.C1(P(C2C=CC=CC=2)C2C=CC=CC=2)C=CC=CC=1.O[C:30]1[CH:31]=[C:32]([C:40]2[CH:41]=[C:42]([CH3:48])[C:43](=[O:47])[N:44]([CH3:46])[CH:45]=2)[CH:33]=[C:34]([S:36]([CH3:39])(=[O:38])=[O:37])[CH:35]=1.CC(OC(/N=N/C(OC(C)C)=O)=O)C. (4) The reactants are: [CH:1]([C:3]1[CH:10]=[CH:9][C:6]([C:7]#[N:8])=[CH:5][CH:4]=1)=O.[CH3:11][O:12][C:13]1[CH:14]=[C:15]([CH:17]=[CH:18][CH:19]=1)[NH2:16]. Given the product [CH3:11][O:12][C:13]1[CH:14]=[C:15]([N:16]=[CH:1][C:3]2[CH:10]=[CH:9][C:6]([C:7]#[N:8])=[CH:5][CH:4]=2)[CH:17]=[CH:18][CH:19]=1, predict the reactants needed to synthesize it. (5) Given the product [Cl:1][C:2]1[CH:7]=[CH:6][CH:5]=[CH:4][C:3]=1[C:8]1[N:9]([C:24]2[CH:25]=[CH:26][C:27]([Cl:30])=[CH:28][CH:29]=2)[C:10]2[C:15]([N:16]=1)=[C:14]([N:17]1[CH2:22][CH2:21][CH:20]([NH:23][S:40]([C:39]([F:52])([F:51])[F:38])(=[O:42])=[O:41])[CH2:19][CH2:18]1)[N:13]=[CH:12][N:11]=2, predict the reactants needed to synthesize it. The reactants are: [Cl:1][C:2]1[CH:7]=[CH:6][CH:5]=[CH:4][C:3]=1[C:8]1[N:9]([C:24]2[CH:29]=[CH:28][C:27]([Cl:30])=[CH:26][CH:25]=2)[C:10]2[C:15]([N:16]=1)=[C:14]([N:17]1[CH2:22][CH2:21][CH:20]([NH2:23])[CH2:19][CH2:18]1)[N:13]=[CH:12][N:11]=2.C(N(CC)CC)C.[F:38][C:39]([F:52])([F:51])[S:40](O[S:40]([C:39]([F:52])([F:51])[F:38])(=[O:42])=[O:41])(=[O:42])=[O:41]. (6) Given the product [CH:1]1([CH2:6][C@H:7]([CH2:11][N:12]([CH:21]=[O:22])[O:13][CH2:14][C:15]2[CH:20]=[CH:19][CH:18]=[CH:17][CH:16]=2)[C:8]([N:34]2[CH:35]([C:38]([OH:40])=[O:39])[CH2:36][CH2:37][N:33]2[C:31]([O:30][CH2:29][C:23]2[CH:28]=[CH:27][CH:26]=[CH:25][CH:24]=2)=[O:32])=[O:9])[CH2:5][CH2:4][CH2:3][CH2:2]1, predict the reactants needed to synthesize it. The reactants are: [CH:1]1([CH2:6][C@H:7]([CH2:11][N:12]([CH:21]=[O:22])[O:13][CH2:14][C:15]2[CH:20]=[CH:19][CH:18]=[CH:17][CH:16]=2)[C:8](F)=[O:9])[CH2:5][CH2:4][CH2:3][CH2:2]1.[C:23]1([CH2:29][O:30][C:31]([N:33]2[CH2:37][CH2:36][CH:35]([C:38]([OH:40])=[O:39])[NH:34]2)=[O:32])[CH:28]=[CH:27][CH:26]=[CH:25][CH:24]=1.CCN(C(C)C)C(C)C. (7) The reactants are: [S:1]1[CH:5]=[CH:4][N:3]=[C:2]1[C:6]([OH:10])([C:8]#[CH:9])[CH3:7].[H-].[Na+].[CH3:13]I. Given the product [CH3:13][O:10][C:6]([C:2]1[S:1][CH:5]=[CH:4][N:3]=1)([C:8]#[CH:9])[CH3:7], predict the reactants needed to synthesize it.